From a dataset of Forward reaction prediction with 1.9M reactions from USPTO patents (1976-2016). Predict the product of the given reaction. (1) Given the reactants N[C:2]1[CH:3]=[C:4]([C:8]2[N:13]=[CH:12][C:11]([C:14]3[CH:15]=[N:16][N:17]([CH:19]4[CH2:24][CH2:23][N:22]([C:25]([O:27][C:28]([CH3:31])([CH3:30])[CH3:29])=[O:26])[CH2:21][CH2:20]4)[CH:18]=3)=[CH:10][N:9]=2)[CH:5]=[CH:6][CH:7]=1.[O:32]1[CH:36]=[CH:35][C:34](B(O)O)=[CH:33]1.C(=O)([O-])[O-].[K+].[K+].O1CCOCC1, predict the reaction product. The product is: [O:32]1[CH:36]=[CH:35][C:34]([C:2]2[CH:3]=[C:4]([C:8]3[N:9]=[CH:10][C:11]([C:14]4[CH:15]=[N:16][N:17]([CH:19]5[CH2:24][CH2:23][N:22]([C:25]([O:27][C:28]([CH3:30])([CH3:31])[CH3:29])=[O:26])[CH2:21][CH2:20]5)[CH:18]=4)=[CH:12][N:13]=3)[CH:5]=[CH:6][CH:7]=2)=[CH:33]1. (2) Given the reactants [C:1]([C:4]1[CH:9]=[N:8][N:7]2[CH:10]=[C:11]([C:13]3[N:14]=[N:15][N:16]([C:18]4[CH:23]=[CH:22][CH:21]=[CH:20][CH:19]=4)[CH:17]=3)[CH:12]=[C:6]2[C:5]=1[NH:24][C@H:25]1[C@@H:29]([CH2:30][CH3:31])[CH2:28][N:27](C(OC(C)(C)C)=O)[CH2:26]1)(=[O:3])[NH2:2].Cl.O1CCOCC1, predict the reaction product. The product is: [CH2:30]([C@H:29]1[CH2:28][NH:27][CH2:26][C@H:25]1[NH:24][C:5]1[C:6]2[N:7]([CH:10]=[C:11]([C:13]3[N:14]=[N:15][N:16]([C:18]4[CH:23]=[CH:22][CH:21]=[CH:20][CH:19]=4)[CH:17]=3)[CH:12]=2)[N:8]=[CH:9][C:4]=1[C:1]([NH2:2])=[O:3])[CH3:31]. (3) Given the reactants CS(O[CH2:6][C:7]1([C:12]#[N:13])[CH2:10][C:9](=[CH2:11])[CH2:8]1)(=O)=O.[C-]#N.[K+].[CH3:17][N:18](C)C=O, predict the reaction product. The product is: [C:17]([CH2:6][C:7]1([C:12]#[N:13])[CH2:10][C:9](=[CH2:11])[CH2:8]1)#[N:18]. (4) Given the reactants C([O:3][C:4]([CH:6]1[C:15](=[O:16])[C:14]2[C:9](=[C:10]([N+:17]([O-:19])=[O:18])[CH:11]=[CH:12][CH:13]=2)[N:8]=[CH:7]1)=[O:5])C.[OH-].[Na+], predict the reaction product. The product is: [C:4]([CH:6]1[C:15](=[O:16])[C:14]2[C:9](=[C:10]([N+:17]([O-:19])=[O:18])[CH:11]=[CH:12][CH:13]=2)[N:8]=[CH:7]1)([OH:5])=[O:3]. (5) Given the reactants [CH3:1][O:2][C:3]1[CH:4]=[C:5]([S:11][C:12]2[CH:19]=[CH:18][CH:17]=[CH:16][C:13]=2[CH2:14]Br)[CH:6]=[C:7]([O:9][CH3:10])[CH:8]=1.[C-:20]#[N:21].[Na+], predict the reaction product. The product is: [CH3:1][O:2][C:3]1[CH:4]=[C:5]([S:11][C:12]2[CH:19]=[CH:18][CH:17]=[CH:16][C:13]=2[CH2:14][C:20]#[N:21])[CH:6]=[C:7]([O:9][CH3:10])[CH:8]=1. (6) Given the reactants [OH:1][C:2]1[CH:10]=[CH:9][C:5]([C:6]([OH:8])=O)=[CH:4][N:3]=1.Cl[CH2:12][C:13]1[C:22]2[C:17](=[CH:18][CH:19]=[CH:20][CH:21]=2)[N:16]=[C:15]([CH3:23])[CH:14]=1.[F:24][C:25]([F:30])([F:29])[C:26]([OH:28])=[O:27].[F:31][C:32]([F:37])([F:36])[C:33]([OH:35])=[O:34].[OH:38][NH:39][C:40](=[O:66])[CH2:41][C:42]1([NH:48]C(=O)C2C=CC(OCC3C(C)=NC=CC=3)=CC=2)[CH2:47][CH2:46][NH:45][CH2:44][CH2:43]1, predict the reaction product. The product is: [F:24][C:25]([F:30])([F:29])[C:26]([OH:28])=[O:27].[F:31][C:32]([F:37])([F:36])[C:33]([OH:35])=[O:34].[F:24][C:25]([F:30])([F:29])[C:26]([OH:28])=[O:27].[OH:38][NH:39][C:40](=[O:66])[CH2:41][C:42]1([NH:48][C:6](=[O:8])[C:5]2[CH:9]=[CH:10][C:2]([O:1][CH2:12][C:13]3[C:22]4[C:17](=[CH:18][CH:19]=[CH:20][CH:21]=4)[N:16]=[C:15]([CH3:23])[CH:14]=3)=[N:3][CH:4]=2)[CH2:47][CH2:46][NH:45][CH2:44][CH2:43]1.